Dataset: Forward reaction prediction with 1.9M reactions from USPTO patents (1976-2016). Task: Predict the product of the given reaction. (1) Given the reactants [H-].[Na+].[O:3]=[C:4]([C:11]1[CH:16]=[CH:15][N:14]=[CH:13][CH:12]=1)[CH2:5][C:6]([O:8][CH2:9][CH3:10])=[O:7].[N+:17]([C:20]1[CH:21]=[C:22]([N:26]2[C:35]3[C:30](=[CH:31][CH:32]=[CH:33][N:34]=3)[CH:29]=[C:28]([CH2:36]Br)[C:27]2=[O:38])[CH:23]=[CH:24][CH:25]=1)([O-:19])=[O:18].O, predict the reaction product. The product is: [N+:17]([C:20]1[CH:21]=[C:22]([N:26]2[C:35]3[C:30](=[CH:31][CH:32]=[CH:33][N:34]=3)[CH:29]=[C:28]([CH2:36][CH:5]([C:6]([O:8][CH2:9][CH3:10])=[O:7])[C:4](=[O:3])[C:11]3[CH:16]=[CH:15][N:14]=[CH:13][CH:12]=3)[C:27]2=[O:38])[CH:23]=[CH:24][CH:25]=1)([O-:19])=[O:18]. (2) Given the reactants [NH2:1][C:2]1[CH:3]=[C:4]([C:8]2[C:17]3[C:12](=[C:13]([C:18]([F:21])([F:20])[F:19])[CH:14]=[CH:15][CH:16]=3)[N:11]=[CH:10][C:9]=2[C:22]([C:24]2[CH:29]=[CH:28][CH:27]=[CH:26][CH:25]=2)=[O:23])[CH:5]=[CH:6][CH:7]=1.[O:30]=[C:31]1[NH:35][C:34](=[O:36])[C:33](=[CH:37][C:38]2[CH:45]=[CH:44][C:41]([CH:42]=O)=[CH:40][CH:39]=2)[S:32]1, predict the reaction product. The product is: [C:22]([C:9]1[CH:10]=[N:11][C:12]2[C:17]([C:8]=1[C:4]1[CH:3]=[C:2]([NH:1][CH2:42][C:41]3[CH:40]=[CH:39][C:38](/[CH:37]=[C:33]4/[C:34](=[O:36])[NH:35][C:31](=[O:30])[S:32]/4)=[CH:45][CH:44]=3)[CH:7]=[CH:6][CH:5]=1)=[CH:16][CH:15]=[CH:14][C:13]=2[C:18]([F:21])([F:19])[F:20])(=[O:23])[C:24]1[CH:25]=[CH:26][CH:27]=[CH:28][CH:29]=1. (3) Given the reactants CN(C)C(=O)C[NH:5][C@:6]12[CH2:40][CH2:39][C@@H:38]([C:41]([CH3:43])=[CH2:42])[C@@H:7]1[C@@H:8]1[C@@:21]([CH3:24])([CH2:22][CH2:23]2)[C@@:20]2([CH3:25])[C@@H:11]([C@:12]3([CH3:37])[C@@H:17]([CH2:18][CH2:19]2)[C:16]([CH3:27])([CH3:26])[C:15]([C:28]2[CH:36]=[CH:35][C:31]([C:32]([OH:34])=[O:33])=[CH:30][CH:29]=2)=[CH:14][CH2:13]3)[CH2:10][CH2:9]1.Cl[CH2:47][CH2:48][N:49]1[CH2:53][CH2:52][CH2:51][C:50]1=[O:54], predict the reaction product. The product is: [CH3:24][C@:21]12[C@@:20]3([CH3:25])[C@@H:11]([C@:12]4([CH3:37])[C@@H:17]([CH2:18][CH2:19]3)[C:16]([CH3:26])([CH3:27])[C:15]([C:28]3[CH:36]=[CH:35][C:31]([C:32]([OH:34])=[O:33])=[CH:30][CH:29]=3)=[CH:14][CH2:13]4)[CH2:10][CH2:9][C@@H:8]1[C@H:7]1[C@H:38]([C:41]([CH3:43])=[CH2:42])[CH2:39][CH2:40][C@:6]1([NH:5][CH2:47][CH2:48][N:49]1[CH2:53][CH2:52][CH2:51][C:50]1=[O:54])[CH2:23][CH2:22]2. (4) Given the reactants [OH:1][C:2]1[CH:3]=[C:4]([CH:9]=[CH:10][C:11]=1[N+:12]([O-:14])=[O:13])[C:5]([O:7][CH3:8])=[O:6].[I-].[K+].C(=O)([O-])[O-].[K+].[K+].Br[CH2:24][CH:25]1[CH2:27][CH2:26]1, predict the reaction product. The product is: [CH:25]1([CH2:24][O:1][C:2]2[CH:3]=[C:4]([CH:9]=[CH:10][C:11]=2[N+:12]([O-:14])=[O:13])[C:5]([O:7][CH3:8])=[O:6])[CH2:27][CH2:26]1. (5) The product is: [NH2:17][C@@H:14]1[CH2:15][CH2:16][C@H:11]([N:8]2[C:9](=[O:10])[C:4]3[CH:3]=[C:2]([F:1])[CH:42]=[N:41][C:5]=3[N:6]([C:26]3[CH:27]=[C:28]([C:32]4[CH:37]=[C:36]([OH:38])[CH:35]=[CH:34][C:33]=4[CH2:39][N:43]4[CH2:48][CH2:47][O:46][CH2:45][CH2:44]4)[CH:29]=[CH:30][CH:31]=3)[C:7]2=[O:25])[CH2:12][CH2:13]1. Given the reactants [F:1][C:2]1[CH:42]=[N:41][C:5]2[N:6]([C:26]3[CH:27]=[C:28]([C:32]4[CH:37]=[C:36]([OH:38])[CH:35]=[CH:34][C:33]=4[CH:39]=O)[CH:29]=[CH:30][CH:31]=3)[C:7](=[O:25])[N:8]([C@@H:11]3[CH2:16][CH2:15][C@H:14]([NH:17]C(=O)OC(C)(C)C)[CH2:13][CH2:12]3)[C:9](=[O:10])[C:4]=2[CH:3]=1.[NH:43]1[CH2:48][CH2:47][O:46][CH2:45][CH2:44]1.C(O[BH-](OC(=O)C)OC(=O)C)(=O)C.[Na+].FC(F)(F)C(O)=O, predict the reaction product.